Dataset: Reaction yield outcomes from USPTO patents with 853,638 reactions. Task: Predict the reaction yield, written as a fraction of the theoretical maximum amount of product (1.0 means a 100% yield; for example, 0.34 means a 34% yield). (1) The reactants are COC1C=CC(SC[CH2:11][CH2:12][C:13]([OH:15])=[O:14])=CC=1.[CH3:16][O:17][C:18]1[CH:23]=[CH:22][C:21]([SH:24])=[CH:20][CH:19]=1.BrCCC(OCC)=O.[OH-].[K+]. The catalyst is C(O)C. The product is [CH3:16][O:17][C:18]1[CH:23]=[CH:22][C:21]([S:24][CH2:11][CH2:12][C:13]([OH:15])=[O:14])=[CH:20][CH:19]=1. The yield is 0.530. (2) The reactants are [CH2:1]([C@@:4]1([C:20]2[CH:25]=[CH:24][CH:23]=[CH:22][CH:21]=2)[O:9][C:8](=[O:10])[N:7]([C@H:11]([C:13]2[CH:18]=[CH:17][C:16]([Br:19])=[CH:15][CH:14]=2)[CH3:12])[CH2:6][CH2:5]1)[CH:2]=[CH2:3].[OH2:26]. The catalyst is CN(C=O)C.Cl[Cu].Cl[Pd]Cl. The product is [Br:19][C:16]1[CH:15]=[CH:14][C:13]([C@@H:11]([N:7]2[CH2:6][CH2:5][C@:4]([CH2:1][C:2](=[O:26])[CH3:3])([C:20]3[CH:25]=[CH:24][CH:23]=[CH:22][CH:21]=3)[O:9][C:8]2=[O:10])[CH3:12])=[CH:18][CH:17]=1. The yield is 0.580. (3) The reactants are [NH:1]([C:8]([C@H:10]1[N:14]2[C:15](=[O:41])[C:16]([N:19]([CH2:30][C:31]3[CH:36]=[CH:35][CH:34]=[C:33]([C:37]([F:40])([F:39])[F:38])[CH:32]=3)C(=O)OCC3C=CC=CC=3)=[CH:17][N:18]=[C:13]2[CH:12]([CH3:42])[CH2:11]1)=[O:9])[C:2]1[CH:7]=[CH:6][CH:5]=[CH:4][CH:3]=1.[Li+].C[Si]([N-][Si](C)(C)C)(C)C.Br[CH2:54][C:55]([O:57][C:58]([CH3:61])([CH3:60])[CH3:59])=[O:56]. The catalyst is C1COCC1. The product is [NH:1]([C:8]([C@H:10]1[N:14]2[C:15](=[O:41])[C:16]([NH:19][CH2:30][C:31]3[CH:36]=[CH:35][CH:34]=[C:33]([C:37]([F:39])([F:40])[F:38])[CH:32]=3)=[CH:17][N:18]=[C:13]2[C@:12]([CH2:54][C:55]([O:57][C:58]([CH3:61])([CH3:60])[CH3:59])=[O:56])([CH3:42])[CH2:11]1)=[O:9])[C:2]1[CH:3]=[CH:4][CH:5]=[CH:6][CH:7]=1. The yield is 0.370. (4) The reactants are [C:1]([O:5][C:6]([NH:8][C:9]1[CH:14]=[CH:13][C:12]([S:15][C:16]2[CH:24]=[CH:23][C:19]([C:20](O)=[O:21])=[CH:18][C:17]=2[NH:25][C:26]2[C:27]3[CH:35]=[CH:34][C:33]([CH:36]([CH3:38])[CH3:37])=[N:32][C:28]=3[N:29]=[CH:30][N:31]=2)=[CH:11][CH:10]=1)=[O:7])([CH3:4])([CH3:3])[CH3:2].[CH3:39][CH:40]([NH2:47])[C:41]1[CH:46]=[CH:45][CH:44]=[CH:43][CH:42]=1. No catalyst specified. The product is [C:1]([O:5][C:6](=[O:7])[NH:8][C:9]1[CH:14]=[CH:13][C:12]([S:15][C:16]2[CH:24]=[CH:23][C:19]([C:20](=[O:21])[NH:47][CH:40]([C:41]3[CH:46]=[CH:45][CH:44]=[CH:43][CH:42]=3)[CH3:39])=[CH:18][C:17]=2[NH:25][C:26]2[C:27]3[CH:35]=[CH:34][C:33]([CH:36]([CH3:37])[CH3:38])=[N:32][C:28]=3[N:29]=[CH:30][N:31]=2)=[CH:11][CH:10]=1)([CH3:3])([CH3:4])[CH3:2]. The yield is 0.780.